Dataset: Full USPTO retrosynthesis dataset with 1.9M reactions from patents (1976-2016). Task: Predict the reactants needed to synthesize the given product. (1) Given the product [CH3:1][C:2]1[CH:3]=[CH:4][C:5]([CH2:6][NH:7][C:8]2[C:9]3[N:10]=[CH:11][N:12]([C:27]=3[N:28]=[CH:29][N:30]=2)[C@@H:13]2[O:23][C@H:17]([CH2:18][OH:19])[C@@H:15]([OH:16])[CH2:14]2)=[CH:31][CH:32]=1, predict the reactants needed to synthesize it. The reactants are: [CH3:1][C:2]1[CH:32]=[CH:31][C:5]([CH2:6][NH:7][C:8]2[C:9]3[N:10]=[CH:11][N:12]([C:27]=3[N:28]=[CH:29][N:30]=2)[C@@H:13]2[O:23][C@H:17]([CH:18](C(=O)C)[OH:19])[C@@:15](C(=O)C)([OH:16])[CH2:14]2)=[CH:4][CH:3]=1.CO.N. (2) Given the product [F:33][C:9]1[CH:8]=[C:7]([CH:12]=[CH:11][C:10]=1[C:13]1[S:14][C:15]2[C:20]([N:21]=1)=[CH:19][CH:18]=[C:17]([C:22]1([C:27]3[CH:28]=[CH:29][CH:30]=[CH:31][CH:32]=3)[CH2:23][CH:24]=[CH:25][CH2:26]1)[N:16]=2)[CH:2]=[O:1], predict the reactants needed to synthesize it. The reactants are: [O:1]1CCCO[CH:2]1[C:7]1[CH:12]=[CH:11][C:10]([C:13]2[S:14][C:15]3[C:20]([N:21]=2)=[CH:19][CH:18]=[C:17]([C:22]2([C:27]4[CH:32]=[CH:31][CH:30]=[CH:29][CH:28]=4)[CH2:26][CH:25]=[CH:24][CH2:23]2)[N:16]=3)=[C:9]([F:33])[CH:8]=1.C1COCC1.[OH-].[Na+]. (3) Given the product [C:18]([O:10][C:7]1[CH:8]=[CH:9][C:4]([CH:1]([CH3:3])[CH3:2])=[C:5]([CH3:11])[CH:6]=1)(=[O:20])[CH3:19], predict the reactants needed to synthesize it. The reactants are: [CH:1]([C:4]1[CH:9]=[CH:8][C:7]([OH:10])=[CH:6][C:5]=1[CH3:11])([CH3:3])[CH3:2].N1C=CC=CC=1.[C:18](Cl)(=[O:20])[CH3:19]. (4) Given the product [Cl:5][C:6]1[CH:7]=[C:8]2[C:16](=[C:17]([N+:20]([O-:22])=[O:21])[C:18]=1[N:27]1[CH2:28][CH2:29][N:24]([CH3:23])[CH2:25][CH2:26]1)[NH:15][C:14]1[CH:13]=[N:12][CH:11]=[CH:10][C:9]2=1, predict the reactants needed to synthesize it. The reactants are: CS(C)=O.[Cl:5][C:6]1[CH:7]=[C:8]2[C:16](=[C:17]([N+:20]([O-:22])=[O:21])[C:18]=1F)[NH:15][C:14]1[CH:13]=[N:12][CH:11]=[CH:10][C:9]2=1.[CH3:23][N:24]1[CH2:29][CH2:28][NH:27][CH2:26][CH2:25]1.CCN(C(C)C)C(C)C. (5) Given the product [CH2:1]([O:3][C:4]([CH:5]1[CH2:26][CH:6]1[C:7]1[CH:12]=[C:11]([F:13])[C:10]([O:14][CH2:15][C:16]2[CH:21]=[CH:20][CH:19]=[CH:18][CH:17]=2)=[C:9]([F:22])[CH:8]=1)=[O:23])[CH3:2], predict the reactants needed to synthesize it. The reactants are: [CH2:1]([O:3][C:4](=[O:23])/[CH:5]=[CH:6]/[C:7]1[CH:12]=[C:11]([F:13])[C:10]([O:14][CH2:15][C:16]2[CH:21]=[CH:20][CH:19]=[CH:18][CH:17]=2)=[C:9]([F:22])[CH:8]=1)[CH3:2].[N+](=[CH2:26])=[N-].O. (6) Given the product [F:7][C:8]1[CH:9]=[CH:10][C:11]([CH3:15])=[C:12]([NH:13][S:17]([CH3:16])(=[O:19])=[O:18])[CH:14]=1, predict the reactants needed to synthesize it. The reactants are: N1C=CC=CC=1.[F:7][C:8]1[CH:9]=[CH:10][C:11]([CH3:15])=[C:12]([CH:14]=1)[NH2:13].[CH3:16][S:17](Cl)(=[O:19])=[O:18].